Dataset: Catalyst prediction with 721,799 reactions and 888 catalyst types from USPTO. Task: Predict which catalyst facilitates the given reaction. Reactant: [CH3:1][CH2:2][N:3]([CH:7]([CH3:9])C)[CH:4]([CH3:6])[CH3:5].S(OS(C(F)(F)F)(=O)=O)(C(F)(F)F)(=O)=[O:11].N1C[CH2:28][CH2:27][CH2:26]1.[OH2:30]. Product: [OH:30][C@@H:9]1[CH2:1][CH2:2][N:3]([C:4]2[CH:5]=[CH:28][CH:27]=[CH:26][CH:6]=2)[C:7]1=[O:11]. The catalyst class is: 2.